Predict the product of the given reaction. From a dataset of Forward reaction prediction with 1.9M reactions from USPTO patents (1976-2016). (1) The product is: [Cl:1][C:2]1[CH:18]=[C:17]([Cl:19])[CH:16]=[CH:15][C:3]=1[CH2:4][NH:5][C:6]([C:7]1[CH:12]=[CH:11][N:10]([CH3:22])[C:9](=[O:13])[CH:8]=1)=[O:14]. Given the reactants [Cl:1][C:2]1[CH:18]=[C:17]([Cl:19])[CH:16]=[CH:15][C:3]=1[CH2:4][NH:5][C:6](=[O:14])[C:7]1[CH:12]=[CH:11][N:10]=[C:9]([OH:13])[CH:8]=1.CI.[C:22](=O)([O-])[O-].[K+].[K+], predict the reaction product. (2) Given the reactants [Cl:1][C:2]1[CH:3]=[C:4]([NH:10][C:11]2[C:20]3[C:15](=[CH:16][CH:17]=[C:18]([NH2:21])[CH:19]=3)[N:14]=[CH:13][N:12]=2)[C:5]([F:9])=[CH:6][C:7]=1[Cl:8].[Cl:22][CH2:23][C:24](Cl)=[O:25].COCC(Cl)=O, predict the reaction product. The product is: [Cl:1][C:2]1[CH:3]=[C:4]([NH:10][C:11]2[C:20]3[C:15](=[CH:16][CH:17]=[C:18]([NH:21][C:24](=[O:25])[CH2:23][Cl:22])[CH:19]=3)[N:14]=[CH:13][N:12]=2)[C:5]([F:9])=[CH:6][C:7]=1[Cl:8]. (3) Given the reactants [CH2:1]([O:5][C:6]1[CH:11]=[C:10]([CH2:12][CH2:13][C:14]([O:16][CH3:17])=[O:15])[CH:9]=[CH:8][C:7]=1[C:18]1[CH:23]=[CH:22][CH:21]=[C:20]([CH2:24][N:25](C(OC(C)(C)C)=O)[CH3:26])[CH:19]=1)[CH2:2][CH2:3][CH3:4].FC(F)(F)C(O)=O, predict the reaction product. The product is: [CH2:1]([O:5][C:6]1[CH:11]=[C:10]([CH2:12][CH2:13][C:14]([O:16][CH3:17])=[O:15])[CH:9]=[CH:8][C:7]=1[C:18]1[CH:23]=[CH:22][CH:21]=[C:20]([CH2:24][NH:25][CH3:26])[CH:19]=1)[CH2:2][CH2:3][CH3:4]. (4) Given the reactants [N+:1]([C:4]1[CH:17]=[CH:16][CH:15]=[CH:14][C:5]=1[C:6]([C:8]1[CH:13]=[CH:12][N:11]=[CH:10][CH:9]=1)=[O:7])([O-])=O.Cl.[OH-].[Na+], predict the reaction product. The product is: [NH2:1][C:4]1[CH:17]=[CH:16][CH:15]=[CH:14][C:5]=1[C:6]([C:8]1[CH:13]=[CH:12][N:11]=[CH:10][CH:9]=1)=[O:7]. (5) The product is: [C:1]1([N:7]2[CH2:12][CH2:11][CH:10]([CH2:13][CH2:14][CH2:15][C:16]3[NH:23][C:21](=[O:22])[C:20]4[C:19](=[CH:27][CH:26]=[CH:25][CH:24]=4)[N:18]=3)[CH2:9][CH2:8]2)[CH:6]=[CH:5][CH:4]=[CH:3][CH:2]=1. Given the reactants [C:1]1([N:7]2[CH2:12][CH2:11][CH:10]([CH2:13][CH2:14][CH2:15][C:16]([NH:18][C:19]3[CH:27]=[CH:26][CH:25]=[CH:24][C:20]=3[C:21]([NH2:23])=[O:22])=O)[CH2:9][CH2:8]2)[CH:6]=[CH:5][CH:4]=[CH:3][CH:2]=1.[OH-].[Na+].O.Cl, predict the reaction product. (6) Given the reactants [CH2:1]([N:8]1[C:12]([C:13](O)=[O:14])=[C:11]([C:16]2[CH:17]=[C:18]3[C:22](=[CH:23][CH:24]=2)[NH:21][N:20]=[CH:19]3)[N:10]=[N:9]1)[C:2]1[CH:7]=[CH:6][CH:5]=[CH:4][CH:3]=1.[CH2:25]([NH2:31])[C@H:26]1[O:30][CH2:29][CH2:28][CH2:27]1.CN(C(ON1N=NC2C=CC=NC1=2)=[N+](C)C)C.F[P-](F)(F)(F)(F)F.C(N(C(C)C)CC)(C)C, predict the reaction product. The product is: [CH2:1]([N:8]1[C:12]([C:13]([NH:31][CH2:25][C@@H:26]2[CH2:27][CH2:28][CH2:29][O:30]2)=[O:14])=[C:11]([C:16]2[CH:17]=[C:18]3[C:22](=[CH:23][CH:24]=2)[NH:21][N:20]=[CH:19]3)[N:10]=[N:9]1)[C:2]1[CH:3]=[CH:4][CH:5]=[CH:6][CH:7]=1. (7) Given the reactants Cl.[Cl:2][C:3]1[N:4]=[C:5]([N:21]2[CH2:26][CH2:25][O:24][CH2:23][CH2:22]2)[C:6]2[S:11][C:10]([CH2:12][N:13]([CH3:20])[CH2:14][CH:15]3[CH2:19][CH2:18][CH2:17][NH:16]3)=[CH:9][C:7]=2[N:8]=1.C(N(CC)CC)C.[CH3:34][S:35](Cl)(=[O:37])=[O:36], predict the reaction product. The product is: [Cl:2][C:3]1[N:4]=[C:5]([N:21]2[CH2:22][CH2:23][O:24][CH2:25][CH2:26]2)[C:6]2[S:11][C:10]([CH2:12][N:13]([CH2:14][CH:15]3[CH2:19][CH2:18][CH2:17][N:16]3[S:35]([CH3:34])(=[O:37])=[O:36])[CH3:20])=[CH:9][C:7]=2[N:8]=1. (8) Given the reactants [Br:1][CH2:2][CH2:3][CH2:4][CH2:5]/[CH:6]=[CH:7]\[CH:8]=[CH:9]/[CH2:10][CH2:11][CH2:12][CH2:13]Br.[N:15]1[CH:20]=[CH:19][C:18]([CH3:21])=[CH:17][C:16]=1[CH3:22], predict the reaction product. The product is: [Br-:1].[Br-:1].[CH2:2]([N+:15]1[CH:20]=[CH:19][C:18]([CH3:21])=[CH:17][C:16]=1[CH3:22])[CH2:3][CH2:4][CH2:5]/[CH:6]=[CH:7]\[CH:8]=[CH:9]/[CH2:10][CH2:11][CH2:12][CH2:13][N+:15]1[CH:20]=[CH:19][C:18]([CH3:21])=[CH:17][C:16]=1[CH3:22].